This data is from CYP3A4 inhibition data for predicting drug metabolism from PubChem BioAssay. The task is: Regression/Classification. Given a drug SMILES string, predict its absorption, distribution, metabolism, or excretion properties. Task type varies by dataset: regression for continuous measurements (e.g., permeability, clearance, half-life) or binary classification for categorical outcomes (e.g., BBB penetration, CYP inhibition). Dataset: cyp3a4_veith. (1) The drug is COc1ccc2nccc(SCC(=O)O)c2c1. The result is 0 (non-inhibitor). (2) The drug is CSc1ccccc1NC(=O)CSCc1ccc(C)cc1. The result is 0 (non-inhibitor).